This data is from Full USPTO retrosynthesis dataset with 1.9M reactions from patents (1976-2016). The task is: Predict the reactants needed to synthesize the given product. (1) Given the product [CH2:1]([C:8]1[CH:9]=[N:10][C:11]2[C:16]([C:17]=1[C:18]1[CH:19]=[C:20]([NH:24][CH2:34][C:33]3[CH:36]=[CH:37][C:38]([O:40][CH2:41][CH3:42])=[CH:39][C:32]=3[O:31][CH2:29][CH3:30])[CH:21]=[CH:22][CH:23]=1)=[CH:15][CH:14]=[CH:13][C:12]=2[C:25]([F:28])([F:26])[F:27])[C:2]1[CH:3]=[CH:4][CH:5]=[CH:6][CH:7]=1, predict the reactants needed to synthesize it. The reactants are: [CH2:1]([C:8]1[CH:9]=[N:10][C:11]2[C:16]([C:17]=1[C:18]1[CH:19]=[C:20]([NH2:24])[CH:21]=[CH:22][CH:23]=1)=[CH:15][CH:14]=[CH:13][C:12]=2[C:25]([F:28])([F:27])[F:26])[C:2]1[CH:7]=[CH:6][CH:5]=[CH:4][CH:3]=1.[CH2:29]([O:31][C:32]1[CH:39]=[C:38]([O:40][CH2:41][CH3:42])[CH:37]=[CH:36][C:33]=1[CH:34]=O)[CH3:30]. (2) Given the product [CH2:22]([N:24]1[CH:28]=[C:27]([NH:29][C:2]2[N:21]=[C:5]3[C:6]([O:10][C:11]4[CH:16]=[CH:15][C:14]([S:17]([CH3:20])(=[O:19])=[O:18])=[CH:13][CH:12]=4)=[CH:7][CH:8]=[CH:9][N:4]3[N:3]=2)[CH:26]=[N:25]1)[CH3:23], predict the reactants needed to synthesize it. The reactants are: Cl[C:2]1[N:21]=[C:5]2[C:6]([O:10][C:11]3[CH:16]=[CH:15][C:14]([S:17]([CH3:20])(=[O:19])=[O:18])=[CH:13][CH:12]=3)=[CH:7][CH:8]=[CH:9][N:4]2[N:3]=1.[CH2:22]([N:24]1[CH:28]=[C:27]([NH2:29])[CH:26]=[N:25]1)[CH3:23]. (3) Given the product [C:1]12([NH:11][CH2:12][C:13]3[S:14][C:15]([CH:19]4[CH2:21][CH2:20]4)=[CH:16][N:17]=3)[CH2:10][CH:5]3[CH2:6][CH:7]([CH2:9][CH:3]([CH2:4]3)[CH2:2]1)[CH2:8]2, predict the reactants needed to synthesize it. The reactants are: [C:1]12([NH:11][CH2:12][C:13]3[S:14][C:15](Br)=[CH:16][N:17]=3)[CH2:10][CH:5]3[CH2:6][CH:7]([CH2:9][CH:3]([CH2:4]3)[CH2:2]1)[CH2:8]2.[CH:19]1(B(O)O)[CH2:21][CH2:20]1. (4) Given the product [F:9][C:8]([F:11])([F:10])[C:5]1[CH:6]=[CH:7][N:3]([CH2:2][C:16]([CH2:15][CH2:14][C:13]([F:12])([F:21])[F:22])([C:17]#[N:18])[C:19]#[N:20])[N:4]=1, predict the reactants needed to synthesize it. The reactants are: Cl[CH2:2][N:3]1[CH:7]=[CH:6][C:5]([C:8]([F:11])([F:10])[F:9])=[N:4]1.[F:12][C:13]([F:22])([F:21])[CH2:14][CH2:15][CH:16]([C:19]#[N:20])[C:17]#[N:18].C(=O)([O-])[O-].[K+].[K+].O. (5) Given the product [CH3:1][O:2][C:3](=[O:27])[CH2:4][C:5]1[CH:6]=[C:7]([C:13]2[CH:18]=[CH:17][C:16]([C:19]([F:20])([F:22])[F:21])=[CH:15][C:14]=2[CH2:23][N:24]([CH2:25][CH3:26])[C:36](=[O:37])[CH:35]([O:28][C:29]2[CH:34]=[CH:33][CH:32]=[CH:31][CH:30]=2)[CH3:39])[C:8]([O:11][CH3:12])=[CH:9][CH:10]=1, predict the reactants needed to synthesize it. The reactants are: [CH3:1][O:2][C:3](=[O:27])[CH2:4][C:5]1[CH:6]=[C:7]([C:13]2[CH:18]=[CH:17][C:16]([C:19]([F:22])([F:21])[F:20])=[CH:15][C:14]=2[CH2:23][NH:24][CH2:25][CH3:26])[C:8]([O:11][CH3:12])=[CH:9][CH:10]=1.[O:28]([CH:35]([CH3:39])[C:36](Cl)=[O:37])[C:29]1[CH:34]=[CH:33][CH:32]=[CH:31][CH:30]=1. (6) Given the product [CH3:13][C:3]1[CH:4]=[CH:5][C:6]2[C:11](=[CH:10][C:9]([CH3:12])=[CH:8][CH:7]=2)[C:2]=1[CH:21]=[O:22], predict the reactants needed to synthesize it. The reactants are: Br[C:2]1[C:11]2[C:6](=[CH:7][CH:8]=[C:9]([CH3:12])[CH:10]=2)[CH:5]=[CH:4][C:3]=1[CH3:13].C([Li])CCC.CN(C)[CH:21]=[O:22].